Dataset: Full USPTO retrosynthesis dataset with 1.9M reactions from patents (1976-2016). Task: Predict the reactants needed to synthesize the given product. (1) Given the product [NH2:42][C:37]1[CH:38]=[CH:39][CH:40]=[CH:41][C:36]=1[NH:43][C:31](=[O:33])[C:30]1[CH:29]=[CH:28][C:27]([C:21]2([C:18]3[S:19][CH:20]=[C:16]([C:13]4[CH:14]=[N:15][C:10]([N:7]5[CH2:8][CH2:9][N:4]([CH:1]6[CH2:2][CH2:3]6)[CH2:5][CH2:6]5)=[CH:11][CH:12]=4)[N:17]=3)[CH2:22][CH2:23][O:24][CH2:25][CH2:26]2)=[CH:35][CH:34]=1, predict the reactants needed to synthesize it. The reactants are: [CH:1]1([N:4]2[CH2:9][CH2:8][N:7]([C:10]3[N:15]=[CH:14][C:13]([C:16]4[N:17]=[C:18]([C:21]5([C:27]6[CH:35]=[CH:34][C:30]([C:31]([OH:33])=O)=[CH:29][CH:28]=6)[CH2:26][CH2:25][O:24][CH2:23][CH2:22]5)[S:19][CH:20]=4)=[CH:12][CH:11]=3)[CH2:6][CH2:5]2)[CH2:3][CH2:2]1.[C:36]1([NH2:43])[C:37]([NH2:42])=[CH:38][CH:39]=[CH:40][CH:41]=1.CN(C(ON1N=NC2C=CC=NC1=2)=[N+](C)C)C.F[P-](F)(F)(F)(F)F.CCN(C(C)C)C(C)C. (2) Given the product [CH3:12][O:11][CH2:10][C:9]([NH:8][C:4]1[CH:3]=[C:2]([B:14]2[O:18][C:17]([CH3:20])([CH3:19])[C:16]([CH3:22])([CH3:21])[O:15]2)[CH:7]=[CH:6][N:5]=1)=[O:13], predict the reactants needed to synthesize it. The reactants are: Br[C:2]1[CH:7]=[CH:6][N:5]=[C:4]([NH:8][C:9](=[O:13])[CH2:10][O:11][CH3:12])[CH:3]=1.[B:14]1([B:14]2[O:18][C:17]([CH3:20])([CH3:19])[C:16]([CH3:22])([CH3:21])[O:15]2)[O:18][C:17]([CH3:20])([CH3:19])[C:16]([CH3:22])([CH3:21])[O:15]1.C([O-])(=O)C.[K+].O. (3) Given the product [Cl:14][C:10]1[CH:9]=[C:8]([C:6](=[O:7])[CH2:5][CH2:4][CH2:3][CH2:2][N:15]2[CH2:20][CH2:19][CH:18]([C:21]3[CH:22]=[C:23]([NH:27][C:28]([CH:30]4[CH2:31][CH2:32]4)=[O:29])[CH:24]=[CH:25][CH:26]=3)[CH2:17][CH2:16]2)[CH:13]=[CH:12][CH:11]=1, predict the reactants needed to synthesize it. The reactants are: Cl[CH2:2][CH2:3][CH2:4][CH2:5][C:6]([C:8]1[CH:13]=[CH:12][CH:11]=[C:10]([Cl:14])[CH:9]=1)=[O:7].[NH:15]1[CH2:20][CH2:19][CH:18]([C:21]2[CH:22]=[C:23]([NH:27][C:28]([CH:30]3[CH2:32][CH2:31]3)=[O:29])[CH:24]=[CH:25][CH:26]=2)[CH2:17][CH2:16]1. (4) Given the product [F:1][C:2]([F:10])([F:11])[C:3]([NH:5][CH2:6][CH2:7][CH2:8][O:9][S:20]([CH3:19])(=[O:22])=[O:21])=[O:4], predict the reactants needed to synthesize it. The reactants are: [F:1][C:2]([F:11])([F:10])[C:3]([NH:5][CH2:6][CH2:7][CH2:8][OH:9])=[O:4].C(N(CC)CC)C.[CH3:19][S:20](O[S:20]([CH3:19])(=[O:22])=[O:21])(=[O:22])=[O:21]. (5) Given the product [CH:41]1[C:42]2[N:43]([C:2]3[CH:7]=[CH:6][C:5]([C:8]4[N:12]([C:13]5[C:18]([CH:19]([CH3:21])[CH3:20])=[CH:17][CH:16]=[CH:15][C:14]=5[CH:22]([CH3:23])[CH3:24])[C:11]([C:25]5[CH:30]=[CH:29][CH:28]=[CH:27][C:26]=5[CH3:31])=[N:10][N:9]=4)=[CH:4][CH:3]=3)[C:44]3[C:36](=[CH:35][CH:34]=[CH:33][CH:32]=3)[C:37]=2[CH:38]=[CH:39][CH:40]=1, predict the reactants needed to synthesize it. The reactants are: Br[C:2]1[CH:7]=[CH:6][C:5]([C:8]2[N:12]([C:13]3[C:18]([CH:19]([CH3:21])[CH3:20])=[CH:17][CH:16]=[CH:15][C:14]=3[CH:22]([CH3:24])[CH3:23])[C:11]([C:25]3[CH:30]=[CH:29][CH:28]=[CH:27][C:26]=3[CH3:31])=[N:10][N:9]=2)=[CH:4][CH:3]=1.[CH:32]1[C:44]2[NH:43][C:42]3[C:37](=[CH:38][CH:39]=[CH:40][CH:41]=3)[C:36]=2[CH:35]=[CH:34][CH:33]=1.N1C2C(=CC=C3C=2N=CC=C3)C=CC=1.C(=O)([O-])[O-].[Cs+].[Cs+]. (6) Given the product [C:22]([O:21][C:19]([NH:18][CH2:17][C@H:14]1[CH2:15][CH2:16][C@H:11]([C:9]([NH:8][C@@H:7]([CH2:6][C:5]2[CH:50]=[CH:51][C:2]([C:57]3[CH:58]=[CH:59][CH:60]=[CH:61][C:56]=3[O:55][CH:52]([CH3:54])[CH3:53])=[CH:3][CH:4]=2)[C:26]([NH:28][C:29]2[CH:34]=[CH:33][C:32]([C:35]3[NH:39][N:38]=[C:37]([C:40]([F:49])([F:48])[C:41]([F:46])([F:47])[C:42]([OH:44])=[O:43])[N:36]=3)=[CH:31][CH:30]=2)=[O:27])=[O:10])[CH2:12][CH2:13]1)=[O:20])([CH3:24])([CH3:23])[CH3:25], predict the reactants needed to synthesize it. The reactants are: Br[C:2]1[CH:51]=[CH:50][C:5]([CH2:6][C@@H:7]([C:26]([NH:28][C:29]2[CH:34]=[CH:33][C:32]([C:35]3[NH:36][C:37]([C:40]([F:49])([F:48])[C:41]([F:47])([F:46])[C:42]([O:44]C)=[O:43])=[N:38][N:39]=3)=[CH:31][CH:30]=2)=[O:27])[NH:8][C:9]([C@H:11]2[CH2:16][CH2:15][C@H:14]([CH2:17][NH:18][C:19]([O:21][C:22]([CH3:25])([CH3:24])[CH3:23])=[O:20])[CH2:13][CH2:12]2)=[O:10])=[CH:4][CH:3]=1.[CH:52]([O:55][C:56]1[CH:61]=[CH:60][CH:59]=[CH:58][C:57]=1OB(O)O)([CH3:54])[CH3:53].C(=O)([O-])[O-].[Na+].[Na+].C(C1C=CC=CC=1OB(O)O)(=O)N. (7) Given the product [C:29]([O:28][C:26](=[O:27])[CH2:25][O:16][C:7]1[C:6]([C:17]2[CH:22]=[CH:21][CH:20]=[CH:19][CH:18]=2)=[CH:5][C:4]([C:3]([O:2][CH3:1])=[O:23])=[CH:9][C:8]=1[C:10]1[CH:15]=[CH:14][CH:13]=[CH:12][CH:11]=1)([CH3:32])([CH3:31])[CH3:30], predict the reactants needed to synthesize it. The reactants are: [CH3:1][O:2][C:3](=[O:23])[C:4]1[CH:9]=[C:8]([C:10]2[CH:15]=[CH:14][CH:13]=[CH:12][CH:11]=2)[C:7]([OH:16])=[C:6]([C:17]2[CH:22]=[CH:21][CH:20]=[CH:19][CH:18]=2)[CH:5]=1.Br[CH2:25][C:26]([O:28][C:29]([CH3:32])([CH3:31])[CH3:30])=[O:27].C([O-])([O-])=O.[K+].[K+]. (8) Given the product [C:1]([C:5]1[N:10]=[C:9]([N:11]2[CH2:12][CH2:13][N:14]([CH2:17][CH2:18][CH2:19][CH2:20][NH2:21])[CH2:15][CH2:16]2)[CH:8]=[C:7]([CH:32]2[CH2:35][CH2:34][CH2:33]2)[N:6]=1)([CH3:4])([CH3:2])[CH3:3], predict the reactants needed to synthesize it. The reactants are: [C:1]([C:5]1[N:10]=[C:9]([N:11]2[CH2:16][CH2:15][N:14]([CH2:17][CH2:18][CH2:19][CH2:20][N:21]3C(=O)C4C(=CC=CC=4)C3=O)[CH2:13][CH2:12]2)[CH:8]=[C:7]([CH:32]2[CH2:35][CH2:34][CH2:33]2)[N:6]=1)([CH3:4])([CH3:3])[CH3:2].O.NN.